Dataset: Full USPTO retrosynthesis dataset with 1.9M reactions from patents (1976-2016). Task: Predict the reactants needed to synthesize the given product. (1) Given the product [CH3:27][CH:28]([O:1][C:2]1[CH:3]=[C:4]([O:16][C:17]2[CH:22]=[CH:21][C:20]([S:23]([CH3:26])(=[O:25])=[O:24])=[CH:19][CH:18]=2)[CH:5]=[C:6]2[C:10]=1[NH:9][C:8]([C:11]([O:13][CH2:14][CH3:15])=[O:12])=[CH:7]2)[CH3:29], predict the reactants needed to synthesize it. The reactants are: [OH:1][C:2]1[CH:3]=[C:4]([O:16][C:17]2[CH:22]=[CH:21][C:20]([S:23]([CH3:26])(=[O:25])=[O:24])=[CH:19][CH:18]=2)[CH:5]=[C:6]2[C:10]=1[NH:9][C:8]([C:11]([O:13][CH2:14][CH3:15])=[O:12])=[CH:7]2.[CH2:27](P(CCCC)CCCC)[CH2:28][CH2:29]C.N(C(N1CCCCC1)=O)=NC(N1CCCCC1)=O.CC(O)C. (2) Given the product [CH3:19][O:18][C@@H:5]([CH2:6][C:7]1[CH:8]=[CH:9][C:10]([O:13][CH2:14][CH2:15][CH2:16][O:21][C:22]2[CH:23]=[CH:24][C:25]([NH:28][C:29](=[O:38])[C:30]3[CH:35]=[CH:34][CH:33]=[CH:32][C:31]=3[O:36][CH3:37])=[CH:26][CH:27]=2)=[CH:11][CH:12]=1)[C:4]([OH:3])=[O:20], predict the reactants needed to synthesize it. The reactants are: C([O:3][C:4](=[O:20])[C@@H:5]([O:18][CH3:19])[CH2:6][C:7]1[CH:12]=[CH:11][C:10]([O:13][CH2:14][CH2:15][CH2:16]Br)=[CH:9][CH:8]=1)C.[OH:21][C:22]1[CH:27]=[CH:26][C:25]([NH:28][C:29](=[O:38])[C:30]2[CH:35]=[CH:34][CH:33]=[CH:32][C:31]=2[O:36][CH3:37])=[CH:24][CH:23]=1.[OH-].[Na+]. (3) Given the product [O:18]1[CH2:23][CH2:22][CH:21]([C:24]2[CH:2]=[C:1]([NH2:3])[N:35]([C:32]3[CH:33]=[CH:34][C:29]([CH3:37])=[CH:30][CH:31]=3)[N:36]=2)[CH2:20][CH2:19]1, predict the reactants needed to synthesize it. The reactants are: [C:1](#[N:3])[CH3:2].CC([O-])(CC)C.[K+].C1(C)C=CC=CC=1.[O:18]1[CH2:23][CH2:22][CH:21]([C:24](OC)=O)[CH2:20][CH2:19]1.Cl.[C:29]1([CH3:37])[CH:34]=[CH:33][C:32]([NH:35][NH2:36])=[CH:31][CH:30]=1.Cl. (4) Given the product [CH:16]1([C:19]2[CH:20]=[CH:21][C:22]([C:25]3[O:29][N:28]=[C:27]([C:30]([N:10]4[CH2:9][C@H:8]([CH2:11][CH:12]([CH3:14])[CH3:13])[NH:7][C:6](=[O:15])[C@@H:5]4[CH2:1][CH:2]([CH3:4])[CH3:3])=[O:31])[CH:26]=3)=[CH:23][CH:24]=2)[CH2:18][CH2:17]1, predict the reactants needed to synthesize it. The reactants are: [CH2:1]([C@@H:5]1[NH:10][CH2:9][C@H:8]([CH2:11][CH:12]([CH3:14])[CH3:13])[NH:7][C:6]1=[O:15])[CH:2]([CH3:4])[CH3:3].[CH:16]1([C:19]2[CH:24]=[CH:23][C:22]([C:25]3[O:29][N:28]=[C:27]([C:30](O)=[O:31])[CH:26]=3)=[CH:21][CH:20]=2)[CH2:18][CH2:17]1.C([C@@H]1N(C([C@@H]2C[C@H]2C2C=CC=CC=2)=O)C[C@H](CC(C)C)NC1=O)C(C)C. (5) The reactants are: [C:1]([O:5][CH2:6][C:7]1[CH:12]=[CH:11][CH:10]=[CH:9][CH:8]=1)(=[O:4])[CH:2]=[CH2:3].CO[CH2:15][N:16]([CH2:22][C:23]1[CH:28]=[CH:27][CH:26]=[CH:25][CH:24]=1)[CH2:17][Si](C)(C)C.C(O)(C(F)(F)F)=O. Given the product [CH2:22]([N:16]1[CH2:15][CH2:3][CH:2]([C:1]([O:5][CH2:6][C:7]2[CH:12]=[CH:11][CH:10]=[CH:9][CH:8]=2)=[O:4])[CH2:17]1)[C:23]1[CH:24]=[CH:25][CH:26]=[CH:27][CH:28]=1, predict the reactants needed to synthesize it.